This data is from NCI-60 drug combinations with 297,098 pairs across 59 cell lines. The task is: Regression. Given two drug SMILES strings and cell line genomic features, predict the synergy score measuring deviation from expected non-interaction effect. (1) Synergy scores: CSS=25.7, Synergy_ZIP=-6.72, Synergy_Bliss=2.16, Synergy_Loewe=2.87, Synergy_HSA=4.70. Drug 1: C1=CC(=CC=C1CC(C(=O)O)N)N(CCCl)CCCl.Cl. Drug 2: C1=CN(C(=O)N=C1N)C2C(C(C(O2)CO)O)O.Cl. Cell line: IGROV1. (2) Drug 1: C1C(C(OC1N2C=C(C(=O)NC2=O)F)CO)O. Drug 2: CN1C2=C(C=C(C=C2)N(CCCl)CCCl)N=C1CCCC(=O)O.Cl. Cell line: NCI-H460. Synergy scores: CSS=54.6, Synergy_ZIP=-0.221, Synergy_Bliss=-1.41, Synergy_Loewe=-51.9, Synergy_HSA=-0.440. (3) Drug 1: CCC1=CC2CC(C3=C(CN(C2)C1)C4=CC=CC=C4N3)(C5=C(C=C6C(=C5)C78CCN9C7C(C=CC9)(C(C(C8N6C)(C(=O)OC)O)OC(=O)C)CC)OC)C(=O)OC.C(C(C(=O)O)O)(C(=O)O)O. Drug 2: C1=CN(C(=O)N=C1N)C2C(C(C(O2)CO)O)O.Cl. Cell line: SNB-19. Synergy scores: CSS=42.6, Synergy_ZIP=-5.75, Synergy_Bliss=-2.47, Synergy_Loewe=-8.09, Synergy_HSA=0.322. (4) Drug 1: CC1CC2C3CCC4=CC(=O)C=CC4(C3(C(CC2(C1(C(=O)CO)O)C)O)F)C. Drug 2: C1=CC=C(C=C1)NC(=O)CCCCCCC(=O)NO. Cell line: SW-620. Synergy scores: CSS=37.7, Synergy_ZIP=4.93, Synergy_Bliss=7.21, Synergy_Loewe=-41.9, Synergy_HSA=5.34. (5) Drug 1: C1=CC(=CC=C1CCCC(=O)O)N(CCCl)CCCl. Drug 2: CC1=C(C(=CC=C1)Cl)NC(=O)C2=CN=C(S2)NC3=CC(=NC(=N3)C)N4CCN(CC4)CCO. Cell line: KM12. Synergy scores: CSS=1.79, Synergy_ZIP=-4.51, Synergy_Bliss=-8.48, Synergy_Loewe=-1.57, Synergy_HSA=-5.53. (6) Drug 2: CC1=C(C=C(C=C1)C(=O)NC2=CC(=CC(=C2)C(F)(F)F)N3C=C(N=C3)C)NC4=NC=CC(=N4)C5=CN=CC=C5. Synergy scores: CSS=9.25, Synergy_ZIP=-4.23, Synergy_Bliss=-1.59, Synergy_Loewe=-0.0657, Synergy_HSA=-0.0569. Cell line: SF-539. Drug 1: C1=NC2=C(N1)C(=S)N=CN2. (7) Drug 1: C1=NC2=C(N=C(N=C2N1C3C(C(C(O3)CO)O)F)Cl)N. Drug 2: CC(C)NC(=O)C1=CC=C(C=C1)CNNC.Cl. Cell line: LOX IMVI. Synergy scores: CSS=-2.85, Synergy_ZIP=-1.60, Synergy_Bliss=-6.57, Synergy_Loewe=-9.33, Synergy_HSA=-7.05.